Predict the reaction yield, written as a fraction of the theoretical maximum amount of product (1.0 means a 100% yield; for example, 0.34 means a 34% yield). From a dataset of Reaction yield outcomes from USPTO patents with 853,638 reactions. (1) The reactants are [Cl:1][C:2]1[CH:7]=[CH:6][C:5]([S:8][C:9]2[S:13][C:12]([CH:14]=[O:15])=[CH:11][CH:10]=2)=[CH:4][CH:3]=1.CC(=CC)C.[OH:21]P([O-])(O)=O.[K+].[O-]Cl=O.[Na+].OS([O-])(=O)=O.[K+]. The catalyst is C1COCC1.CC(O)(C)C.O. The product is [Cl:1][C:2]1[CH:3]=[CH:4][C:5]([S:8][C:9]2[S:13][C:12]([C:14]([OH:21])=[O:15])=[CH:11][CH:10]=2)=[CH:6][CH:7]=1. The yield is 0.870. (2) No catalyst specified. The product is [F:31][C:30]([F:33])([F:32])[C:28]([OH:34])=[O:29].[CH3:24][O:23][C:20]1[CH:21]=[C:22]2[C:17](=[CH:18][C:19]=1[O:25][CH3:26])[N:16]=[CH:15][N:14]=[C:13]2[N:10]1[CH2:11][CH2:12][CH:8]([NH2:7])[CH2:9]1. The yield is 1.00. The reactants are C(OC(=O)[NH:7][CH:8]1[CH2:12][CH2:11][N:10]([C:13]2[C:22]3[C:17](=[CH:18][C:19]([O:25][CH3:26])=[C:20]([O:23][CH3:24])[CH:21]=3)[N:16]=[CH:15][N:14]=2)[CH2:9]1)(C)(C)C.[C:28]([OH:34])([C:30]([F:33])([F:32])[F:31])=[O:29].C(Cl)Cl. (3) The reactants are [CH3:1][O:2][C:3](=[O:15])[C:4]1[C:5](=[C:10](I)[CH:11]=[CH:12][CH:13]=1)[C:6]([O:8][CH3:9])=[O:7].[CH3:16][O:17][C:18]1[CH:23]=[CH:22][C:21]([NH2:24])=[CH:20][CH:19]=1.C1C=CC(P(C2C(C3C(P(C4C=CC=CC=4)C4C=CC=CC=4)=CC=C4C=3C=CC=C4)=C3C(C=CC=C3)=CC=2)C2C=CC=CC=2)=CC=1.C(=O)([O-])[O-].[Cs+].[Cs+]. The catalyst is C1(C)C=CC=CC=1.C(Cl)Cl.C1C=CC(/C=C/C(/C=C/C2C=CC=CC=2)=O)=CC=1.C1C=CC(/C=C/C(/C=C/C2C=CC=CC=2)=O)=CC=1.C1C=CC(/C=C/C(/C=C/C2C=CC=CC=2)=O)=CC=1.[Pd].[Pd]. The product is [CH3:1][O:2][C:3](=[O:15])[C:4]1[C:5](=[C:10]([NH:24][C:21]2[CH:22]=[CH:23][C:18]([O:17][CH3:16])=[CH:19][CH:20]=2)[CH:11]=[CH:12][CH:13]=1)[C:6]([O:8][CH3:9])=[O:7]. The yield is 0.820. (4) The reactants are [CH2:1]([O:3][C:4]1[CH:33]=[CH:32][C:7]([C:8]([NH:10][CH2:11][CH2:12][NH:13][C:14]([C:16]2[C:17]([C:28]([F:31])([F:30])[F:29])=[N:18][N:19]([C:21]3[CH:26]=[CH:25][CH:24]=[CH:23][C:22]=3[OH:27])[CH:20]=2)=[O:15])=[O:9])=[CH:6][CH:5]=1)[CH3:2].[CH3:34][N:35]([CH3:39])[CH2:36][CH2:37]O.C(P(CCCC)CCCC)CCC.N(C(N1CCCCC1)=O)=NC(N1CCCCC1)=O. The catalyst is C1COCC1.CCOCC. The product is [CH3:34][N:35]([CH3:39])[CH2:36][CH2:37][O:27][C:22]1[CH:23]=[CH:24][CH:25]=[CH:26][C:21]=1[N:19]1[CH:20]=[C:16]([C:14]([NH:13][CH2:12][CH2:11][NH:10][C:8](=[O:9])[C:7]2[CH:6]=[CH:5][C:4]([O:3][CH2:1][CH3:2])=[CH:33][CH:32]=2)=[O:15])[C:17]([C:28]([F:29])([F:30])[F:31])=[N:18]1. The yield is 0.480. (5) The reactants are [CH3:1][C:2]1([CH3:24])[CH2:11][CH2:10][C:9]([CH3:13])([CH3:12])[C:8]2[CH:7]=[C:6]([CH:14]([OH:17])[C:15]#[CH:16])[CH:5]=[C:4]([O:18][CH2:19][CH2:20][O:21][CH2:22][CH3:23])[C:3]1=2.I[C:26]1[CH:34]=[CH:33][C:29]([C:30]([OH:32])=[O:31])=[CH:28][CH:27]=1.[Cl-].[NH4+]. The catalyst is CN(C=O)C.C(N(CC)CC)C.[Cu](I)I. The product is [OH:17][CH:14]([C:6]1[CH:5]=[C:4]([O:18][CH2:19][CH2:20][O:21][CH2:22][CH3:23])[C:3]2[C:2]([CH3:24])([CH3:1])[CH2:11][CH2:10][C:9]([CH3:12])([CH3:13])[C:8]=2[CH:7]=1)[C:15]#[C:16][C:26]1[CH:34]=[CH:33][C:29]([C:30]([OH:32])=[O:31])=[CH:28][CH:27]=1. The yield is 0.500. (6) The reactants are [F:1][C:2]1[CH:7]=[CH:6][C:5]([C:8]2[C:12]([C:13]3[N:14]=[CH:15][NH:16][CH:17]=3)=[C:11]([C:18]([F:21])([F:20])[F:19])[O:10][N:9]=2)=[CH:4][CH:3]=1.[CH3:22][C:23]([C:25]1[CH:30]=[CH:29][C:28](F)=[CH:27][CH:26]=1)=[O:24].N1C=C(C2C(C3C=CC=CC=3)=NOC=2C(F)(F)F)N=C1.FC1C=CC(C(F)(F)F)=CC=1. No catalyst specified. The product is [F:1][C:2]1[CH:7]=[CH:6][C:5]([C:8]2[C:12]([C:13]3[N:14]=[CH:15][N:16]([C:28]4[CH:29]=[CH:30][C:25]([C:23](=[O:24])[CH3:22])=[CH:26][CH:27]=4)[CH:17]=3)=[C:11]([C:18]([F:21])([F:19])[F:20])[O:10][N:9]=2)=[CH:4][CH:3]=1. The yield is 0.500. (7) The reactants are C[O:2][C:3](=[O:41])[C:4]1[CH:9]=[CH:8][CH:7]=[C:6]([O:10][CH2:11][CH2:12][CH2:13][N:14]([CH2:29][C:30]2[CH:35]=[CH:34][CH:33]=[C:32]([C:36]([F:39])([F:38])[F:37])[C:31]=2[Cl:40])[CH2:15][CH:16]([C:23]2[CH:28]=[CH:27][CH:26]=[CH:25][CH:24]=2)[C:17]2[CH:22]=[CH:21][CH:20]=[CH:19][CH:18]=2)[CH:5]=1.O[Li].O. The catalyst is C1COCC1.O. The product is [ClH:40].[Cl:40][C:31]1[C:32]([C:36]([F:37])([F:38])[F:39])=[CH:33][CH:34]=[CH:35][C:30]=1[CH2:29][N:14]([CH2:15][CH:16]([C:17]1[CH:18]=[CH:19][CH:20]=[CH:21][CH:22]=1)[C:23]1[CH:28]=[CH:27][CH:26]=[CH:25][CH:24]=1)[CH2:13][CH2:12][CH2:11][O:10][C:6]1[CH:5]=[C:4]([CH:9]=[CH:8][CH:7]=1)[C:3]([OH:41])=[O:2]. The yield is 0.720. (8) The yield is 0.560. The product is [Cl:1][C:2]1[C:3]([C:18]2[N:22]=[C:21]([C:23]3[N:24]=[C:25]4[CH:30]=[CH:29][C:28]([C:32]([F:35])([F:33])[F:34])=[CH:27][N:26]4[CH:36]=3)[O:20][N:19]=2)=[CH:4][C:5]([F:17])=[C:6]([CH2:8][CH2:9][C:10]([O:12][C:13]([CH3:14])([CH3:16])[CH3:15])=[O:11])[CH:7]=1. The reactants are [Cl:1][C:2]1[C:3]([C:18]2[N:22]=[C:21]([C:23]3[N:24]=[C:25]4[C:30](Cl)=[CH:29][C:28]([C:32]([F:35])([F:34])[F:33])=[CH:27][N:26]4[CH:36]=3)[O:20][N:19]=2)=[CH:4][C:5]([F:17])=[C:6]([CH2:8][CH2:9][C:10]([O:12][C:13]([CH3:16])([CH3:15])[CH3:14])=[O:11])[CH:7]=1. The catalyst is C(Cl)Cl. (9) The reactants are [CH3:1][N:2]1[C:6]([C:7]([O:9][CH3:10])=[O:8])=[CH:5][C:4](B2OC(C)(C)C(C)(C)O2)=[N:3]1.Br[C:21]1[CH:26]=[CH:25][C:24]([C:27]([F:30])([F:29])[F:28])=[CH:23][CH:22]=1.C(=O)([O-])[O-].[Na+].[Na+].S([O-])([O-])(=O)=O.[Na+].[Na+]. The catalyst is O.O1CCOCC1.Cl[Pd](Cl)([P](C1C=CC=CC=1)(C1C=CC=CC=1)C1C=CC=CC=1)[P](C1C=CC=CC=1)(C1C=CC=CC=1)C1C=CC=CC=1. The product is [CH3:1][N:2]1[C:6]([C:7]([O:9][CH3:10])=[O:8])=[CH:5][C:4]([C:21]2[CH:26]=[CH:25][C:24]([C:27]([F:30])([F:29])[F:28])=[CH:23][CH:22]=2)=[N:3]1. The yield is 0.350. (10) The reactants are Cl.C([O:4][C:5](=O)[CH2:6][C:7]1[C:16]2[C:11](=[CH:12][CH:13]=[CH:14][CH:15]=2)[CH:10]=[C:9]([N:17]2[C:21]([NH2:22])=[CH:20][C:19]([C:23]([CH3:26])([CH3:25])[CH3:24])=[N:18]2)[CH:8]=1)C.[NH3:28].CO. No catalyst specified. The product is [NH2:22][C:21]1[N:17]([C:9]2[CH:8]=[C:7]([CH2:6][C:5]([NH2:28])=[O:4])[C:16]3[C:11]([CH:10]=2)=[CH:12][CH:13]=[CH:14][CH:15]=3)[N:18]=[C:19]([C:23]([CH3:26])([CH3:24])[CH3:25])[CH:20]=1. The yield is 0.410.